Task: Predict the reaction yield, written as a fraction of the theoretical maximum amount of product (1.0 means a 100% yield; for example, 0.34 means a 34% yield).. Dataset: Reaction yield outcomes from USPTO patents with 853,638 reactions (1) The reactants are Cl.[Br:2][C:3]1[CH:16]=[CH:15][C:6]([O:7][CH2:8][CH:9]2[CH2:14][CH2:13][NH:12][CH2:11][CH2:10]2)=[CH:5][CH:4]=1.C([O-])([O-])=O.[K+].[K+].[CH2:23]([CH:26]1[CH2:28][O:27]1)[CH2:24][CH3:25]. The catalyst is CCO.O. The product is [Br:2][C:3]1[CH:4]=[CH:5][C:6]([O:7][CH2:8][CH:9]2[CH2:10][CH2:11][N:12]([CH2:28][CH:26]([OH:27])[CH2:23][CH2:24][CH3:25])[CH2:13][CH2:14]2)=[CH:15][CH:16]=1. The yield is 0.880. (2) The reactants are [N:1]1[C:6]([NH2:7])=[CH:5][CH:4]=[CH:3][C:2]=1[NH2:8].[CH3:9][CH:10]([CH3:19])[C:11](=O)[CH2:12][C:13](OCC)=[O:14]. The catalyst is C1(OC2C=CC=CC=2)C=CC=CC=1. The product is [NH2:7][C:6]1[N:1]=[C:2]2[C:3]([C:13](=[O:14])[CH:12]=[C:11]([CH:10]([CH3:19])[CH3:9])[NH:8]2)=[CH:4][CH:5]=1. The yield is 0.470. (3) The reactants are [C:1]([CH:5]1[CH2:10][CH2:9][CH:8]([O:11][C:12]2[CH:21]=[CH:20][C:19]3[C:14](=[CH:15][CH:16]=[C:17]([CH:22]=O)[CH:18]=3)[N:13]=2)[CH2:7][CH2:6]1)([CH3:4])([CH3:3])[CH3:2].[NH2:24][CH2:25][CH2:26][C:27]([OH:29])=[O:28].C(O)C.C([BH3-])#N.[Na+].C(O)(=O)CC(CC(O)=O)(C(O)=O)O. No catalyst specified. The product is [C:1]([C@H:5]1[CH2:10][CH2:9][C@H:8]([O:11][C:12]2[CH:21]=[CH:20][C:19]3[C:14](=[CH:15][CH:16]=[C:17]([CH2:22][NH:24][CH2:25][CH2:26][C:27]([OH:29])=[O:28])[CH:18]=3)[N:13]=2)[CH2:7][CH2:6]1)([CH3:4])([CH3:3])[CH3:2]. The yield is 0.150. (4) The reactants are [NH2:1][C:2]1[CH:7]=[CH:6][C:5]([CH2:8][C:9]([O:11][C:12]([CH3:15])([CH3:14])[CH3:13])=[O:10])=[CH:4][C:3]=1[CH3:16].CCN(CC)CC.[C:24]1([N:30]=[C:31]=[O:32])[CH:29]=[CH:28][CH:27]=[CH:26][CH:25]=1. The catalyst is C1COCC1. The product is [CH3:16][C:3]1[CH:4]=[C:5]([CH2:8][C:9]([O:11][C:12]([CH3:13])([CH3:15])[CH3:14])=[O:10])[CH:6]=[CH:7][C:2]=1[NH:1][C:31]([NH:30][C:24]1[CH:29]=[CH:28][CH:27]=[CH:26][CH:25]=1)=[O:32]. The yield is 0.610. (5) The reactants are [CH2:1]([O:8][C:9]1[CH:10]=[C:11]([CH:16]=[C:17]([O:19][C@@H:20]([CH3:24])[CH2:21][O:22][CH3:23])[CH:18]=1)[C:12]([O:14]C)=[O:13])[C:2]1[CH:7]=[CH:6][CH:5]=[CH:4][CH:3]=1.[OH-].[Na+]. The catalyst is C1COCC1.CO.O. The product is [CH2:1]([O:8][C:9]1[CH:10]=[C:11]([CH:16]=[C:17]([O:19][C@@H:20]([CH3:24])[CH2:21][O:22][CH3:23])[CH:18]=1)[C:12]([OH:14])=[O:13])[C:2]1[CH:3]=[CH:4][CH:5]=[CH:6][CH:7]=1. The yield is 0.990.